From a dataset of Reaction yield outcomes from USPTO patents with 853,638 reactions. Predict the reaction yield, written as a fraction of the theoretical maximum amount of product (1.0 means a 100% yield; for example, 0.34 means a 34% yield). (1) The reactants are Cl[C:2]1[C:7]([C:8]2[CH:13]=[CH:12][CH:11]=[CH:10][C:9]=2[F:14])=[CH:6][N:5]2[CH:15]=[CH:16][N:17]=[C:4]2[N:3]=1.[CH:18]([C:20]1[CH:25]=[CH:24][C:23](B(O)O)=[CH:22][CH:21]=1)=[O:19].C([O-])([O-])=O.[Na+].[Na+]. The yield is 0.475. The catalyst is C(COC)OC.C1C=CC(P(C2C=CC=CC=2)[C-]2C=CC=C2)=CC=1.C1C=CC(P(C2C=CC=CC=2)[C-]2C=CC=C2)=CC=1.Cl[Pd]Cl.[Fe+2]. The product is [F:14][C:9]1[CH:10]=[CH:11][CH:12]=[CH:13][C:8]=1[C:7]1[C:2]([C:23]2[CH:24]=[CH:25][C:20]([CH:18]=[O:19])=[CH:21][CH:22]=2)=[N:3][C:4]2[N:5]([CH:15]=[CH:16][N:17]=2)[CH:6]=1. (2) The reactants are C([O:4][CH2:5][C:6]1[C:7]([N:32]2[CH2:43][CH2:42][N:41]3[C:34](=[CH:35][C:36]4[CH2:37][C:38]([CH3:45])([CH3:44])[CH2:39][C:40]=43)[C:33]2=[O:46])=[N:8][CH:9]=[CH:10][C:11]=1[C:12]1[CH:17]=[C:16]([NH:18][C:19]2[CH:29]=[C:22]3[CH:23]([CH3:28])[N:24]([CH3:27])[CH2:25][CH2:26][N:21]3[N:20]=2)[C:15](=[O:30])[N:14]([CH3:31])[CH:13]=1)(=O)C.[OH-].[Li+].C(O)(C)C.C1COCC1. The catalyst is O. The product is [CH3:28][CH:23]1[N:24]([CH3:27])[CH2:25][CH2:26][N:21]2[N:20]=[C:19]([NH:18][C:16]3[C:15](=[O:30])[N:14]([CH3:31])[CH:13]=[C:12]([C:11]4[CH:10]=[CH:9][N:8]=[C:7]([N:32]5[CH2:43][CH2:42][N:41]6[C:34](=[CH:35][C:36]7[CH2:37][C:38]([CH3:44])([CH3:45])[CH2:39][C:40]=76)[C:33]5=[O:46])[C:6]=4[CH2:5][OH:4])[CH:17]=3)[CH:29]=[C:22]12. The yield is 0.430. (3) The reactants are [OH:1][CH:2]1[CH2:5][NH:4][CH2:3]1.Cl.Br[C:8]1[CH:9]=[CH:10][C:11]([N+:14]([O-:16])=[O:15])=[N:12][CH:13]=1.C(N(C(C)C)CC)(C)C. The catalyst is [I-].C([N+](CCCC)(CCCC)CCCC)CCC.C(OCC)(=O)C.O.CN(C)C(=O)C. The product is [N+:14]([C:11]1[N:12]=[CH:13][C:8]([N:4]2[CH2:5][CH:2]([OH:1])[CH2:3]2)=[CH:9][CH:10]=1)([O-:16])=[O:15]. The yield is 0.520. (4) The reactants are C[O:2][C:3](=[O:16])[CH:4]=[CH:5][C:6]1[CH:11]=[CH:10][C:9]([F:12])=[CH:8][C:7]=1[NH:13][CH2:14][CH3:15].[Li+].[OH-]. The catalyst is C1COCC1.CO. The product is [F:12][C:9]1[CH:10]=[CH:11][C:6]([CH:5]=[CH:4][C:3]([OH:16])=[O:2])=[C:7]([NH:13][CH2:14][CH3:15])[CH:8]=1. The yield is 0.730. (5) The reactants are [CH3:1][O:2][C:3](=[O:12])[C:4]1[CH:9]=[CH:8][CH:7]=[C:6]([NH:10][CH3:11])[CH:5]=1.C(=O)(O)[O-].[Na+].[C:18](Cl)(=[O:21])[CH:19]=[CH2:20]. The catalyst is C(Cl)Cl. The product is [CH3:1][O:2][C:3](=[O:12])[C:4]1[CH:9]=[CH:8][CH:7]=[C:6]([NH:10][CH2:11][C:18](=[O:21])[CH:19]=[CH2:20])[CH:5]=1. The yield is 1.00.